This data is from NCI-60 drug combinations with 297,098 pairs across 59 cell lines. The task is: Regression. Given two drug SMILES strings and cell line genomic features, predict the synergy score measuring deviation from expected non-interaction effect. (1) Drug 1: C1=NC(=NC(=O)N1C2C(C(C(O2)CO)O)O)N. Drug 2: CS(=O)(=O)CCNCC1=CC=C(O1)C2=CC3=C(C=C2)N=CN=C3NC4=CC(=C(C=C4)OCC5=CC(=CC=C5)F)Cl. Cell line: NCI-H226. Synergy scores: CSS=8.98, Synergy_ZIP=-5.13, Synergy_Bliss=-0.640, Synergy_Loewe=-9.73, Synergy_HSA=-1.16. (2) Drug 1: CC1=C2C(C(=O)C3(C(CC4C(C3C(C(C2(C)C)(CC1OC(=O)C(C(C5=CC=CC=C5)NC(=O)C6=CC=CC=C6)O)O)OC(=O)C7=CC=CC=C7)(CO4)OC(=O)C)O)C)OC(=O)C. Drug 2: B(C(CC(C)C)NC(=O)C(CC1=CC=CC=C1)NC(=O)C2=NC=CN=C2)(O)O. Cell line: HCT-15. Synergy scores: CSS=36.1, Synergy_ZIP=5.72, Synergy_Bliss=7.50, Synergy_Loewe=-26.2, Synergy_HSA=3.77. (3) Drug 2: C1=NC2=C(N1)C(=S)N=CN2. Drug 1: CC1OCC2C(O1)C(C(C(O2)OC3C4COC(=O)C4C(C5=CC6=C(C=C35)OCO6)C7=CC(=C(C(=C7)OC)O)OC)O)O. Synergy scores: CSS=-4.75, Synergy_ZIP=-11.5, Synergy_Bliss=-28.9, Synergy_Loewe=-46.7, Synergy_HSA=-29.0. Cell line: NCI/ADR-RES. (4) Drug 1: C1=NC(=NC(=O)N1C2C(C(C(O2)CO)O)O)N. Drug 2: CC1=C(C(=O)C2=C(C1=O)N3CC4C(C3(C2COC(=O)N)OC)N4)N. Cell line: DU-145. Synergy scores: CSS=57.7, Synergy_ZIP=0.940, Synergy_Bliss=1.74, Synergy_Loewe=6.21, Synergy_HSA=7.96. (5) Drug 1: CN(C)C1=NC(=NC(=N1)N(C)C)N(C)C. Drug 2: CC12CCC3C(C1CCC2OP(=O)(O)O)CCC4=C3C=CC(=C4)OC(=O)N(CCCl)CCCl.[Na+]. Cell line: UACC-257. Synergy scores: CSS=-5.84, Synergy_ZIP=-2.93, Synergy_Bliss=-10.0, Synergy_Loewe=-25.9, Synergy_HSA=-14.6. (6) Drug 1: CC1CCC2CC(C(=CC=CC=CC(CC(C(=O)C(C(C(=CC(C(=O)CC(OC(=O)C3CCCCN3C(=O)C(=O)C1(O2)O)C(C)CC4CCC(C(C4)OC)O)C)C)O)OC)C)C)C)OC. Drug 2: COC1=C2C(=CC3=C1OC=C3)C=CC(=O)O2. Cell line: SK-MEL-28. Synergy scores: CSS=15.9, Synergy_ZIP=0.341, Synergy_Bliss=0.903, Synergy_Loewe=-43.6, Synergy_HSA=1.14.